This data is from Catalyst prediction with 721,799 reactions and 888 catalyst types from USPTO. The task is: Predict which catalyst facilitates the given reaction. (1) Reactant: [NH2:1][C:2]1[N:7]([C:8]2[CH:13]=[CH:12][C:11]([O:14]C)=[CH:10][CH:9]=2)[C:6](=[O:16])[CH:5]=[CH:4][C:3]=1[C:17](=[O:24])[C:18]1[CH:23]=[CH:22][CH:21]=[CH:20][CH:19]=1.BrB(Br)Br.C(Cl)Cl.O. Product: [NH2:1][C:2]1[N:7]([C:8]2[CH:9]=[CH:10][C:11]([OH:14])=[CH:12][CH:13]=2)[C:6](=[O:16])[CH:5]=[CH:4][C:3]=1[C:17](=[O:24])[C:18]1[CH:23]=[CH:22][CH:21]=[CH:20][CH:19]=1. The catalyst class is: 26. (2) Reactant: C([O:8][C:9]1[CH:10]=[C:11]([C:26]2[N:27]=[C:28]([C:31]3[C:32]([C:37]([F:40])([F:39])[F:38])=[N:33][CH:34]=[CH:35][CH:36]=3)[S:29][CH:30]=2)[CH:12]=[C:13]([N+:23]([O-:25])=[O:24])[C:14]=1[O:15]CC1C=CC=CC=1)C1C=CC=CC=1.B(Br)(Br)Br. Product: [N+:23]([C:13]1[CH:12]=[C:11]([C:26]2[N:27]=[C:28]([C:31]3[C:32]([C:37]([F:40])([F:39])[F:38])=[N:33][CH:34]=[CH:35][CH:36]=3)[S:29][CH:30]=2)[CH:10]=[C:9]([OH:8])[C:14]=1[OH:15])([O-:25])=[O:24]. The catalyst class is: 4. (3) Reactant: [N:1]([CH2:4][CH:5]1[CH2:9][C:8]2[CH:10]=[C:11]([O:18][CH3:19])[CH:12]=[C:13]([C:14]([CH3:17])([CH3:16])[CH3:15])[C:7]=2[O:6]1)=[N+]=[N-]. Product: [C:14]([C:13]1[C:7]2[O:6][CH:5]([CH2:4][NH2:1])[CH2:9][C:8]=2[CH:10]=[C:11]([O:18][CH3:19])[CH:12]=1)([CH3:17])([CH3:15])[CH3:16]. The catalyst class is: 45. (4) Reactant: Cl[C:2]1[CH:7]=[CH:6][C:5]([N+:8]([O-:10])=[O:9])=[CH:4][N:3]=1.[N:11]1[CH:16]=[CH:15][CH:14]=[C:13]([CH2:17][NH2:18])[CH:12]=1.O. Product: [N+:8]([C:5]1[CH:6]=[CH:7][C:2]([NH:18][CH2:17][C:13]2[CH:12]=[N:11][CH:16]=[CH:15][CH:14]=2)=[N:3][CH:4]=1)([O-:10])=[O:9]. The catalyst class is: 7.